From a dataset of Reaction yield outcomes from USPTO patents with 853,638 reactions. Predict the reaction yield, written as a fraction of the theoretical maximum amount of product (1.0 means a 100% yield; for example, 0.34 means a 34% yield). (1) The reactants are [Cl:1][C:2]1[CH:7]=[C:6]([F:8])[CH:5]=[CH:4][C:3]=1[NH:9][C:10]1[N:15]2[N:16]=[CH:17][C:18]([S:19]([NH2:22])(=[O:21])=[O:20])=[C:14]2[N:13]=[CH:12][C:11]=1[C:23]([N:25]1[CH2:30][CH2:29][CH:28]([C:31]2[CH:36]=[CH:35][C:34]([F:37])=[CH:33][CH:32]=2)[CH2:27][CH2:26]1)=[O:24].[CH:38]1([N:41]=[C:42]=[O:43])[CH2:40][CH2:39]1. No catalyst specified. The product is [Cl:1][C:2]1[CH:7]=[C:6]([F:8])[CH:5]=[CH:4][C:3]=1[NH:9][C:10]1[N:15]2[N:16]=[CH:17][C:18]([S:19]([NH:22][C:42](=[O:43])[NH:41][CH:38]3[CH2:40][CH2:39]3)(=[O:21])=[O:20])=[C:14]2[N:13]=[CH:12][C:11]=1[C:23]([N:25]1[CH2:26][CH2:27][CH:28]([C:31]2[CH:32]=[CH:33][C:34]([F:37])=[CH:35][CH:36]=2)[CH2:29][CH2:30]1)=[O:24]. The yield is 0.470. (2) The product is [Na:1].[CH:19]1([C:14]23[O:15][CH2:16][C:11]([CH2:10][O:9][C:8]4[CH:7]=[CH:6][N:5]=[C:4]([CH2:20][S:21]([C:23]5[NH:24][C:25]6[CH:31]=[CH:30][CH:29]=[CH:28][C:26]=6[N:27]=5)=[O:22])[C:3]=4[CH3:2])([CH2:12][O:13]2)[CH2:18][O:17]3)[CH2:33][CH2:32]1. The yield is 0.0320. The reactants are [Na:1].[CH3:2][C:3]1[C:4]([CH2:20][S:21]([C:23]2[NH:27][C:26]3[CH:28]=[CH:29][CH:30]=[CH:31][C:25]=3[N:24]=2)=[O:22])=[N:5][CH:6]=[CH:7][C:8]=1[O:9][CH2:10][C:11]12[CH2:18][O:17][C:14]([CH3:19])([O:15][CH2:16]1)[O:13][CH2:12]2.[CH:32]1(C23OCC(CO)(CO2)CO3)C[CH2:33]1. No catalyst specified.